From a dataset of Experimental lipophilicity measurements (octanol/water distribution) for 4,200 compounds from AstraZeneca. Regression/Classification. Given a drug SMILES string, predict its absorption, distribution, metabolism, or excretion properties. Task type varies by dataset: regression for continuous measurements (e.g., permeability, clearance, half-life) or binary classification for categorical outcomes (e.g., BBB penetration, CYP inhibition). For this dataset (lipophilicity_astrazeneca), we predict Y. (1) The compound is O=C(NCC1CCCCN1)c1cc(OCC(F)(F)F)ccc1OCC(F)(F)F. The Y is 1.13 logD. (2) The molecule is Nc1cccc2c1C(=O)C(=O)c1ccccc1-2. The Y is 2.95 logD. (3) The compound is Nc1ccc(N=Nc2ccccc2)c(N)n1. The Y is 3.22 logD.